From a dataset of Peptide-MHC class I binding affinity with 185,985 pairs from IEDB/IMGT. Regression. Given a peptide amino acid sequence and an MHC pseudo amino acid sequence, predict their binding affinity value. This is MHC class I binding data. (1) The peptide sequence is SHDVLTVQF. The MHC is HLA-A80:01 with pseudo-sequence HLA-A80:01. The binding affinity (normalized) is 0.0847. (2) The peptide sequence is DTKCKNNYF. The MHC is HLA-B08:01 with pseudo-sequence HLA-B08:01. The binding affinity (normalized) is 0.0787. (3) The peptide sequence is DTMRPTTVV. The MHC is HLA-A02:01 with pseudo-sequence HLA-A02:01. The binding affinity (normalized) is 0. (4) The peptide sequence is VFQSATKII. The MHC is HLA-A30:02 with pseudo-sequence HLA-A30:02. The binding affinity (normalized) is 0.511.